Dataset: Full USPTO retrosynthesis dataset with 1.9M reactions from patents (1976-2016). Task: Predict the reactants needed to synthesize the given product. (1) Given the product [C:35]([Si:32]([O:39][CH2:40][CH:41]1[O:52][C:44]2[C:45]3[C:49]([CH:50]=[CH:51][C:43]=2[CH2:42]1)=[CH:48][CH:47]=[CH:46][CH:1]=3)([CH3:33])[CH3:34])([CH3:38])([CH3:36])[CH3:37], predict the reactants needed to synthesize it. The reactants are: [C:1]1(P(C2C=CC=CC=2)C2C=CC=CC=2)C=CC=CC=1.CCOC(/N=N/C(OCC)=O)=O.[Si:32]([O:39][CH2:40][CH:41](O)[CH2:42][C:43]1[CH:51]=[CH:50][C:49]2[CH2:48][CH2:47][CH2:46][C:45]=2[C:44]=1[OH:52])([C:35]([CH3:38])([CH3:37])[CH3:36])([CH3:34])[CH3:33]. (2) The reactants are: C([O:3][C:4]([C:6]1([NH:15][C:16](=[O:29])[C:17]2[CH:22]=[CH:21][CH:20]=[C:19]([CH3:23])[C:18]=2[C:24](=[O:28])[CH:25]([CH3:27])[CH3:26])[CH2:14][C:13]2[C:8](=[CH:9][CH:10]=[CH:11][CH:12]=2)[CH2:7]1)=[O:5])C.[OH-].[K+].O. Given the product [C:24]([C:18]1[C:19]([CH3:23])=[CH:20][CH:21]=[CH:22][C:17]=1[C:16]([NH:15][C:6]1([C:4]([OH:5])=[O:3])[CH2:7][C:8]2[C:13](=[CH:12][CH:11]=[CH:10][CH:9]=2)[CH2:14]1)=[O:29])(=[O:28])[CH:25]([CH3:27])[CH3:26], predict the reactants needed to synthesize it.